From a dataset of Catalyst prediction with 721,799 reactions and 888 catalyst types from USPTO. Predict which catalyst facilitates the given reaction. Reactant: [C:1]([O:5][C:6]([N:8]1[CH2:14][CH2:13][CH2:12][NH:11][CH2:10][CH2:9]1)=[O:7])([CH3:4])([CH3:3])[CH3:2].[S:15](N)([NH2:18])(=[O:17])=[O:16]. Product: [C:1]([O:5][C:6]([N:8]1[CH2:14][CH2:13][CH2:12][N:11]([S:15](=[O:17])(=[O:16])[NH2:18])[CH2:10][CH2:9]1)=[O:7])([CH3:4])([CH3:2])[CH3:3]. The catalyst class is: 12.